Dataset: NCI-60 drug combinations with 297,098 pairs across 59 cell lines. Task: Regression. Given two drug SMILES strings and cell line genomic features, predict the synergy score measuring deviation from expected non-interaction effect. Drug 2: C1CN(CCN1C(=O)CCBr)C(=O)CCBr. Drug 1: CC1=C(C(=CC=C1)Cl)NC(=O)C2=CN=C(S2)NC3=CC(=NC(=N3)C)N4CCN(CC4)CCO. Cell line: DU-145. Synergy scores: CSS=37.6, Synergy_ZIP=5.53, Synergy_Bliss=8.93, Synergy_Loewe=6.10, Synergy_HSA=9.06.